Task: Predict the reaction yield, written as a fraction of the theoretical maximum amount of product (1.0 means a 100% yield; for example, 0.34 means a 34% yield).. Dataset: Reaction yield outcomes from USPTO patents with 853,638 reactions (1) The reactants are [C:1]1([C:7]2[NH:11][CH:10]=[C:9]([C:12](OCC)=[O:13])[CH:8]=2)[CH:6]=[CH:5][CH:4]=[CH:3][CH:2]=1.[H-].C([Al+]CC(C)C)C(C)C.O.S([O-])([O-])(=O)=O.[Mg+2]. The catalyst is O1CCCC1.C1(C)C=CC=CC=1. The product is [C:1]1([C:7]2[NH:11][CH:10]=[C:9]([CH2:12][OH:13])[CH:8]=2)[CH:6]=[CH:5][CH:4]=[CH:3][CH:2]=1. The yield is 0.870. (2) The reactants are [NH2:1][C:2]1([C:11](OCC)=[O:12])[C:10]2[C:5](=[CH:6][CH:7]=[CH:8][CH:9]=2)[CH2:4][CH2:3]1.[BH4-].[Na+]. The catalyst is O.C(O)C. The product is [NH2:1][C:2]1([CH2:11][OH:12])[C:10]2[C:5](=[CH:6][CH:7]=[CH:8][CH:9]=2)[CH2:4][CH2:3]1. The yield is 0.850. (3) The reactants are Br[C:2]1[CH:3]=[CH:4][C:5]([O:18][CH3:19])=[C:6]([CH:17]=1)[C:7]([NH:9][C:10]1[CH:15]=[CH:14][C:13]([Cl:16])=[CH:12][CH:11]=1)=[O:8].[CH3:20][N:21](C)C=O. The catalyst is [C-]#N.[Zn+2].[C-]#N. The product is [C:20]([C:2]1[CH:3]=[CH:4][C:5]([O:18][CH3:19])=[C:6]([CH:17]=1)[C:7]([NH:9][C:10]1[CH:15]=[CH:14][C:13]([Cl:16])=[CH:12][CH:11]=1)=[O:8])#[N:21]. The yield is 0.640. (4) The reactants are [OH:1][C:2]([CH3:20])([CH3:19])[C:3]#[C:4][C:5]1[CH:14]=[CH:13][C:12]2[NH:11][C:10](=[O:15])[C:9]3[NH:16][CH:17]=[CH:18][C:8]=3[C:7]=2[CH:6]=1.[CH2:21]([C:23]([O-:25])=[O:24])[CH3:22].C([O-])=O.[NH4+]. The catalyst is [Pd].C(O)C. The product is [OH:1][C:2]([CH3:20])([CH3:19])[CH2:3][CH2:4][C:5]1[CH:14]=[CH:13][C:12]2[NH:11][C:10](=[O:15])[C:9]3[NH:16][CH:17]=[CH:18][C:8]=3[C:7]=2[CH:6]=1.[CH2:21]([C:23]([O-:25])=[O:24])[CH3:22]. The yield is 0.100. (5) The catalyst is C1C=CC=CC=1.[I-].[Zn+2].[I-]. The reactants are [CH2:1]([NH2:8])[C:2]1[CH:7]=[CH:6][CH:5]=[CH:4][CH:3]=1.[CH3:9][C:10]1[CH:18]=[CH:17][CH:16]=[C:15]2[C:11]=1[C:12](=[O:20])[O:13][C:14]2=O.C[Si](N[Si](C)(C)C)(C)C.Cl. The product is [CH2:1]([N:8]1[C:12](=[O:20])[C:11]2[C:15](=[CH:16][CH:17]=[CH:18][C:10]=2[CH3:9])[C:14]1=[O:13])[C:2]1[CH:7]=[CH:6][CH:5]=[CH:4][CH:3]=1. The yield is 0.800. (6) The reactants are [Br:1][C:2]1[CH:7]=[CH:6][C:5]([CH2:8]O)=[C:4]([CH3:10])[CH:3]=1.S(Cl)([Cl:13])=O. No catalyst specified. The product is [Br:1][C:2]1[CH:7]=[CH:6][C:5]([CH2:8][Cl:13])=[C:4]([CH3:10])[CH:3]=1. The yield is 0.790. (7) The reactants are [NH2:1][C:2]1[CH:3]=[C:4]([NH:8][C:9](=[O:18])[O:10][CH2:11][C:12]2[CH:17]=[CH:16][CH:15]=[CH:14][CH:13]=2)[CH:5]=[CH:6][CH:7]=1.N1C=CC=CC=1.[C:25](O[C:25]([C:27]([F:30])([F:29])[F:28])=[O:26])([C:27]([F:30])([F:29])[F:28])=[O:26]. The catalyst is C(Cl)Cl. The product is [F:28][C:27]([F:30])([F:29])[C:25]([NH:1][C:2]1[CH:3]=[C:4]([NH:8][C:9](=[O:18])[O:10][CH2:11][C:12]2[CH:13]=[CH:14][CH:15]=[CH:16][CH:17]=2)[CH:5]=[CH:6][CH:7]=1)=[O:26]. The yield is 0.940.